From a dataset of Experimentally validated miRNA-target interactions with 360,000+ pairs, plus equal number of negative samples. Binary Classification. Given a miRNA mature sequence and a target amino acid sequence, predict their likelihood of interaction. (1) The miRNA is hsa-miR-3119 with sequence UGGCUUUUAACUUUGAUGGC. The protein sequence of the target gene is MTSRRWFHPNITGVEAENLLLTRGVDGSFLARPSKSNPGDFTLSVRRNGAVTHIKIQNTGDYYDLYGGEKFATLAELVQYYMEHHGQLKEKNGDVIELKYPLNCADPTSERWFHGHLSGKEAEKLLTEKGKHGSFLVRESQSHPGDFVLSVRTGDDKGESNDGKSKVTHVMIRCQELKYDVGGGERFDSLTDLVEHYKKNPMVETLGTVLQLKQPLNTTRINAAEIESRVRELSKLAETTDKVKQGFWEEFETLQQQECKLLYSRKEGQRQENKNKNRYKNILPFDHTRVVLHDGDPNEP.... Result: 0 (no interaction). (2) The miRNA is hsa-miR-3609 with sequence CAAAGUGAUGAGUAAUACUGGCUG. The protein sequence of the target gene is MSGLGRSRRGGRSRVDQEERFPQGLWTGVAMRSCPEEQYWDPLLGTCMSCKTICNHQSQRTCAAFCRSLSCRKEQGKFYDHLLRDCISCASICGQHPKQCAYFCENKLRSPVNLPPELRRQRSGEVENNSDNSGRYQGLEHRGSEASPALPGLKLSADQVALVYSTLGLCLCAVLCCFLVAVACFLKKRGDPCSCQPRSRPRQSPAKSSQDHAMEAGSPVSTSPEPVETCSFCFPECRAPTQESAVTPGTPDPTCAGRWGCHTRTTVLQPCPHIPDSGLGIVCVPAQEGGPGA. Result: 0 (no interaction). (3) Result: 0 (no interaction). The protein sequence of the target gene is MSAGGASVPPPPNPAVSFPPPRVTLPAGPDILRTYSGAFVCLEILFGGLVWILVASSNVPLPLLQGWVMFVSVTAFFFSLLFLGMFLSGMVAQIDANWNFLDFAYHFTVFVFYFGAFLLEAAATSLHDLHCNTTITGQPLLSDNQYNINVAASIFAFMTTACYGCSLGLALRRWRP. The miRNA is hsa-miR-4276 with sequence CUCAGUGACUCAUGUGC. (4) The miRNA is hsa-miR-744-3p with sequence CUGUUGCCACUAACCUCAACCU. The protein sequence of the target gene is MSLLCVGVKKAKFDGAQEKFNTYVTLKVQNVKSTTIAVRGSQPSWEQDFMFEINRLDLGLTVEVWNKGLIWDTMVGTVWIPLRTIRQSNEEGPGEWLTLDSQVIMADSEICGTKDPTFHRILLDTRFELPLDIPEEEARYWAKKLEQLNAMRDQDEYSFQDEQDKPLPVPSNQCCNWNYFGWGEQHNDDPDSAVDDRDSDYRSETSNSIPPPYYTTSQPNASVHQYSVRPPPLGSRESYSDSMHSYEEFSEPQALSPTGSSRYASSGELSQGSSQLSEDFDPDEHSLQGSDMEDERDRDS.... Result: 1 (interaction). (5) The miRNA is hsa-miR-676-3p with sequence CUGUCCUAAGGUUGUUGAGUU. The protein sequence of the target gene is MDDDDDSCLLDLIGDPQALNYFLHGPSNKSSNDDLTNAGYSAANSNSIFANSSNADPKSSLKGVSNQLGEGPSDGLPLSSSLQFLEDELESSPLPDLTEDQPFDILQKSLQEANITEQTLAEEAYLDASIGSSQQFAQAQLHPSSSASFTQASNVSNYSGQTLQPIGVTHVPVGASFASNTVGVQHGFMQHVGISVPSQHLSNSSQISGSGQIQLIGSFGNHPSMMTINNLDGSQIILKGSGQQAPSNVSGGLLVHRQTPNGNSLFGNSSSSPVAQPVTVPFNSTNFQTSLPVHNIIIQR.... Result: 0 (no interaction). (6) The miRNA is hsa-miR-4670-3p with sequence UGAAGUUACAUCAUGGUCGCUU. The protein sequence of the target gene is MPFKAFDTFKEKILKPGKEGVKNAVGDSLGILQRKIDGTTEEEDNIELNEEGRPVQTSRPSPPLCDCHCCGLPKRYIIAIMSGLGFCISFGIRCNLGVAIVEMVNNSTVYVDGKPEIQTAQFNWDPETVGLIHGSFFWGYIMTQIPGGFISNKFAANRVFGAAIFLTSTLNMFIPSAARVHYGCVMCVRILQGLVEGVTYPACHGMWSKWAPPLERSRLATTSFCGSYAGAVVAMPLAGVLVQYIGWSSVFYIYGMFGIIWYMFWLLQAYECPAAHPTISNEEKTYIETSIGEGANVVSL.... Result: 0 (no interaction). (7) The protein sequence of the target gene is MDEVEEDQHEARLKELFDSFDTLGTGSLGQEELTDLCHVLCLEDVGPVLQQTLLQDNLLGRVHFDQFKEALILILSRTLSSEEHFEESDCSPEAQPKYVRGGKRYGRRSLPEFQESGEEIEEVTVLEPLEEEARSSPIPAGDCGEHWKTQRSEEYEAEGQLRFWNPDDLNASHGGSCPPPDWIEEKLQEVCEDLGITRDGHLNRKKLVSICEQYGLQNVDGAMLEEVFLSLDPDGTMSVEDFFYGLFKTGKSLTPSASTPYRQLKRHLSMQSFDESGRRTATSSAMTSTIGFRVFSCLDD.... The miRNA is mmu-miR-466p-5p with sequence UAUGUGUGUGUACAUGUACAU. Result: 0 (no interaction). (8) The miRNA is ssc-miR-27b-3p with sequence UUCACAGUGGCUAAGUUCUGC. The protein sequence of the target gene is MLRWLRAFVLPTAACHDAEPPTRYETLFRALDRNGDGVVDIGELQQGLQSLGIPLGQDAEEKIFTTGDVNKDGKLDFEEFMKYLKDHEKKMKLAFKSLDKNNDGKIEPSEIVQSLQMLGLHISEKQAELILQSIDSDGTMTVDWNEWRDYFLFNPVTDIEEIIRFWKHSTGIDIGDSLTIPDEFTEDEKKSGQWWRQLLAGGVAGAVSRTSTAPLDRLKVMMQVHGSKSMNIFGGFRQMVKEGGIRSLWRGNGTNVIKIAPETAVKFWAYEQYKKLLTEEGQKLGTFERFISGSMAGATA.... Result: 0 (no interaction). (9) The miRNA is mmu-miR-490-3p with sequence CAACCUGGAGGACUCCAUGCUG. The protein sequence of the target gene is MDFPQHSQHVLEQLNQQRQLGLLCDCTFVVDGVHFKAHKAVLAACSEYFKMLFVDQKDVVHLDISNAAGLGQVLEFMYTAKLSLSPENVDDVLAVATFLQMQDIITACHALKSLAEPATSPGGNAEALATEGGDKRAKEEKVATSTLSRLEQAGRSTPIGPSRDLKEERGGQAQSAASGAEQTEKADAPREPPPVELKPDPTSGMAAAEAEAALSESSEQEMEVEPARKGEEEQKEQEEQEEEGAGPAEVKEEGSQLENGEAPEENENEESAGTDSGQELGSEARGLRSGTYGDRTESKA.... Result: 0 (no interaction).